Task: Predict the reactants needed to synthesize the given product.. Dataset: Full USPTO retrosynthesis dataset with 1.9M reactions from patents (1976-2016) (1) Given the product [F:1][C:2]1[CH:21]=[CH:20][C:19]([F:22])=[CH:18][C:3]=1[CH2:4][N:5]1[CH2:10][C:9]([CH3:12])([CH3:11])[NH:8][C:7]2[N:13]=[CH:14][C:15]([C:35]3[CH:34]=[CH:33][C:32]([C:30]([N:27]4[CH2:28][CH2:29][N:24]([CH3:23])[CH2:25][CH2:26]4)=[O:31])=[CH:37][CH:36]=3)=[CH:16][C:6]1=2, predict the reactants needed to synthesize it. The reactants are: [F:1][C:2]1[CH:21]=[CH:20][C:19]([F:22])=[CH:18][C:3]=1[CH2:4][N:5]1[CH2:10][C:9]([CH3:12])([CH3:11])[NH:8][C:7]2[N:13]=[CH:14][C:15](I)=[CH:16][C:6]1=2.[CH3:23][N:24]1[CH2:29][CH2:28][N:27]([C:30]([C:32]2[CH:37]=[CH:36][C:35](B3OC(C)(C)C(C)(C)O3)=[CH:34][CH:33]=2)=[O:31])[CH2:26][CH2:25]1. (2) Given the product [C:19]([O:23][C:24]([NH:26][CH:27]1[CH2:28][N:29]([C:2]([O:4][CH2:5][C:6]2[CH:11]=[CH:10][CH:9]=[CH:8][CH:7]=2)=[O:3])[CH2:30]1)=[O:25])([CH3:22])([CH3:20])[CH3:21], predict the reactants needed to synthesize it. The reactants are: Cl[C:2]([O:4][CH2:5][C:6]1[CH:11]=[CH:10][CH:9]=[CH:8][CH:7]=1)=[O:3].C(N(CC)CC)C.[C:19]([O:23][C:24]([NH:26][CH:27]1[CH2:30][NH:29][CH2:28]1)=[O:25])([CH3:22])([CH3:21])[CH3:20]. (3) Given the product [CH3:1][O:2][C:3]1[CH:8]=[CH:7][C:6]([C:9]2[S:13][C:12]([C:14]([NH:63][C:64]3([C:71]([O:73][CH3:74])=[O:72])[CH2:70][CH2:69][CH2:68][CH2:67][CH2:66][CH2:65]3)=[O:16])=[C:11]([NH:17][C:18]([NH:20][C:21]3[C:22]([CH3:29])=[CH:23][C:24]([CH3:28])=[CH:25][C:26]=3[CH3:27])=[O:19])[CH:10]=2)=[CH:5][CH:4]=1, predict the reactants needed to synthesize it. The reactants are: [CH3:1][O:2][C:3]1[CH:8]=[CH:7][C:6]([C:9]2[S:13][C:12]([C:14]([OH:16])=O)=[C:11]([NH:17][C:18]([NH:20][C:21]3[C:26]([CH3:27])=[CH:25][C:24]([CH3:28])=[CH:23][C:22]=3[CH3:29])=[O:19])[CH:10]=2)=[CH:5][CH:4]=1.CN(C(ON1N=NC2C=CC=NC1=2)=[N+](C)C)C.F[P-](F)(F)(F)(F)F.CCN(C(C)C)C(C)C.[NH2:63][C:64]1([C:71]([O:73][CH3:74])=[O:72])[CH2:70][CH2:69][CH2:68][CH2:67][CH2:66][CH2:65]1. (4) The reactants are: C([O:5][C:6](=[O:37])[CH2:7][CH2:8][NH:9][CH2:10][C:11]1[CH:36]=[CH:35][C:14]2[S:15][C:16]([C:19]3[CH:24]=[CH:23][C:22]([C:25]4[CH:30]=[CH:29][CH:28]=[CH:27][CH:26]=4)=[C:21]([C:31]([F:34])([F:33])[F:32])[CH:20]=3)=[C:17]([Cl:18])[C:13]=2[CH:12]=1)(C)(C)C. Given the product [Cl:18][C:17]1[C:13]2[CH:12]=[C:11]([CH2:10][NH:9][CH2:8][CH2:7][C:6]([OH:37])=[O:5])[CH:36]=[CH:35][C:14]=2[S:15][C:16]=1[C:19]1[CH:24]=[CH:23][C:22]([C:25]2[CH:26]=[CH:27][CH:28]=[CH:29][CH:30]=2)=[C:21]([C:31]([F:33])([F:32])[F:34])[CH:20]=1, predict the reactants needed to synthesize it.